From a dataset of Catalyst prediction with 721,799 reactions and 888 catalyst types from USPTO. Predict which catalyst facilitates the given reaction. (1) Reactant: Br[CH2:2][C:3]1[CH:4]=[C:5]([NH2:12])[CH:6]=[C:7]([N+:9]([O-:11])=[O:10])[CH:8]=1.C(N(CC)CC)C.[NH:20]1[CH2:25][CH2:24][O:23][CH2:22][CH2:21]1. Product: [N:20]1([CH2:2][C:3]2[CH:4]=[C:5]([NH2:12])[CH:6]=[C:7]([N+:9]([O-:11])=[O:10])[CH:8]=2)[CH2:25][CH2:24][O:23][CH2:22][CH2:21]1. The catalyst class is: 1. (2) Reactant: [CH2:1]([O:8][C:9]([NH:11][C:12]1[C:13]([C:28]([OH:30])=O)=[N:14][C:15]2[C:20]([CH:21]=1)=[CH:19][CH:18]=[C:17]([N:22]1[CH2:27][CH2:26][O:25][CH2:24][CH2:23]1)[CH:16]=2)=[O:10])[C:2]1[CH:7]=[CH:6][CH:5]=[CH:4][CH:3]=1.[NH2:31][C:32]1[CH:33]=[N:34][CH:35]=[CH:36][C:37]=1[N:38]1[CH2:43][C@H:42]([CH3:44])[C@@H:41]([O:45][Si:46]([C:49]([CH3:52])([CH3:51])[CH3:50])([CH3:48])[CH3:47])[C@H:40]([NH:53][C:54](=[O:60])[O:55][C:56]([CH3:59])([CH3:58])[CH3:57])[CH2:39]1.CN(C(ON1N=NC2C=CC=NC1=2)=[N+](C)C)C.F[P-](F)(F)(F)(F)F.CCN(C(C)C)C(C)C. Product: [C:56]([O:55][C:54]([NH:53][C@H:40]1[C@H:41]([O:45][Si:46]([C:49]([CH3:52])([CH3:51])[CH3:50])([CH3:48])[CH3:47])[C@@H:42]([CH3:44])[CH2:43][N:38]([C:37]2[CH:36]=[CH:35][N:34]=[CH:33][C:32]=2[NH:31][C:28]([C:13]2[C:12]([NH:11][C:9](=[O:10])[O:8][CH2:1][C:2]3[CH:3]=[CH:4][CH:5]=[CH:6][CH:7]=3)=[CH:21][C:20]3[C:15](=[CH:16][C:17]([N:22]4[CH2:23][CH2:24][O:25][CH2:26][CH2:27]4)=[CH:18][CH:19]=3)[N:14]=2)=[O:30])[CH2:39]1)=[O:60])([CH3:57])([CH3:58])[CH3:59]. The catalyst class is: 3. (3) Reactant: [F:1][C:2]([F:15])([F:14])[C:3]1[CH:12]=[C:11]2[C:6]([C:7]([OH:13])=[CH:8][CH:9]=[N:10]2)=[CH:5][CH:4]=1.C([O-])([O-])=O.[Cs+].[Cs+].Br[CH2:23][CH2:24][CH2:25][CH2:26][CH2:27][O:28][C:29]1[C:30](=[O:37])[CH:31]=[C:32]([CH2:35][OH:36])[O:33][CH:34]=1. Product: [F:15][C:2]([F:1])([F:14])[C:3]1[CH:12]=[C:11]2[C:6]([C:7]([O:13][CH2:23][CH2:24][CH2:25][CH2:26][CH2:27][O:28][C:29]3[C:30](=[O:37])[CH:31]=[C:32]([CH2:35][OH:36])[O:33][CH:34]=3)=[CH:8][CH:9]=[N:10]2)=[CH:5][CH:4]=1. The catalyst class is: 3. (4) Reactant: [N:1]1([CH2:7][CH2:8][OH:9])[CH2:6][CH2:5][O:4][CH2:3][CH2:2]1.[H-].[Na+].[Cl:12][C:13]1[CH:18]=[CH:17][C:16]([C:19](=[O:29])[NH:20][CH2:21][C:22]2[CH:27]=[CH:26][CH:25]=[C:24]([Cl:28])[CH:23]=2)=[CH:15][C:14]=1[NH:30][C:31]([C:33]1[C:46](=[O:47])[NH:45][C:36]2[N:37]=[C:38](S(C)(=O)=O)[N:39]=[CH:40][C:35]=2[CH:34]=1)=[O:32]. Product: [Cl:12][C:13]1[CH:18]=[CH:17][C:16]([C:19](=[O:29])[NH:20][CH2:21][C:22]2[CH:27]=[CH:26][CH:25]=[C:24]([Cl:28])[CH:23]=2)=[CH:15][C:14]=1[NH:30][C:31]([C:33]1[C:46](=[O:47])[NH:45][C:36]2[N:37]=[C:38]([O:9][CH2:8][CH2:7][N:1]3[CH2:6][CH2:5][O:4][CH2:3][CH2:2]3)[N:39]=[CH:40][C:35]=2[CH:34]=1)=[O:32]. The catalyst class is: 3. (5) Reactant: [C:1]([NH:8][C@H:9]([C:18]([OH:20])=[O:19])[CH2:10][C:11]1[CH:16]=[CH:15][C:14]([I:17])=[CH:13][CH:12]=1)([O:3][C:4]([CH3:7])([CH3:6])[CH3:5])=[O:2].[C:21]([O-])(O)=O.[Na+].CI.C(OCC)(=O)C. Product: [CH3:21][O:19][C:18](=[O:20])[C@H:9]([CH2:10][C:11]1[CH:12]=[CH:13][C:14]([I:17])=[CH:15][CH:16]=1)[NH:8][C:1]([O:3][C:4]([CH3:5])([CH3:7])[CH3:6])=[O:2]. The catalyst class is: 3. (6) Reactant: [N+:1]([C:4]1[CH:9]=[CH:8][C:7]([NH:10][C:11]2[CH:16]=[CH:15][C:14]([C:17]3[C:21]4[CH2:22][C:23]5[S:24][CH:25]=[CH:26][C:27]=5[C:20]=4[N:19](COCC[Si](C)(C)C)[N:18]=3)=[CH:13][CH:12]=2)=[CH:6][CH:5]=1)([O-])=O.Cl. Product: [S:24]1[CH:25]=[CH:26][C:27]2[C:20]3[NH:19][N:18]=[C:17]([C:14]4[CH:13]=[CH:12][C:11]([NH:10][C:7]5[CH:8]=[CH:9][C:4]([NH2:1])=[CH:5][CH:6]=5)=[CH:16][CH:15]=4)[C:21]=3[CH2:22][C:23]1=2. The catalyst class is: 415. (7) Reactant: [S:1]1[C:5]2[S:6][CH:7]=[CH:8][C:4]=2[CH:3]=[CH:2]1.C([Li])CCC.[CH3:14][Sn:15](Cl)([CH3:17])[CH3:16]. Product: [CH3:14][Sn:15]([CH3:17])([CH3:16])[C:7]1[S:6][C:5]2[S:1][C:2]([Sn:15]([CH3:17])([CH3:16])[CH3:14])=[CH:3][C:4]=2[CH:8]=1. The catalyst class is: 1. (8) Reactant: [Cl:1][C:2]1[CH:7]=[C:6]([NH:8][CH2:9][CH2:10][C:11]2[CH:16]=[CH:15][C:14]([Cl:17])=[CH:13][C:12]=2[Cl:18])[N:5]=[C:4]([CH:19]([OH:22])CO)[N:3]=1.I([O-])(=O)(=O)=O.[Na+]. The catalyst class is: 24. Product: [Cl:1][C:2]1[CH:7]=[C:6]([NH:8][CH2:9][CH2:10][C:11]2[CH:16]=[CH:15][C:14]([Cl:17])=[CH:13][C:12]=2[Cl:18])[N:5]=[C:4]([CH:19]=[O:22])[N:3]=1. (9) Reactant: [C:1]([O:5][C:6](=[O:35])[N:7]([CH2:33][CH3:34])[CH2:8][C:9]1[CH:10]=[N:11][CH:12]=[C:13]([C:16]2[CH:17]=[C:18]3[C:22](=[CH:23][CH:24]=2)[N:21]([CH:25]2[CH2:30][CH2:29][CH2:28][CH2:27][O:26]2)[N:20]=[C:19]3[CH:31]=O)[C:14]=1[CH3:15])([CH3:4])([CH3:3])[CH3:2].S([CH2:46][N+:47]#[C-:48])(C1C=CC(C)=CC=1)(=O)=O.[C-]#[N:50].[Na+]. Product: [CH2:33]([N:7]([CH2:8][C:9]1[CH:10]=[N:11][CH:12]=[C:13]([C:16]2[CH:17]=[C:18]3[C:22](=[CH:23][CH:24]=2)[N:21]([CH:25]2[CH2:30][CH2:29][CH2:28][CH2:27][O:26]2)[N:20]=[C:19]3[C:31]2[NH:50][CH:46]=[N:47][CH:48]=2)[C:14]=1[CH3:15])[C:6](=[O:35])[O:5][C:1]([CH3:2])([CH3:3])[CH3:4])[CH3:34]. The catalyst class is: 8.